From a dataset of Catalyst prediction with 721,799 reactions and 888 catalyst types from USPTO. Predict which catalyst facilitates the given reaction. (1) The catalyst class is: 22. Reactant: [CH3:1][N:2]1[C:6]([C:7]2[CH:8]=[C:9]([C:13]([OH:15])=O)[S:10][C:11]=2[CH3:12])=[C:5]([CH3:16])[CH:4]=[N:3]1.[NH2:17][C@@H:18]([CH2:31][C:32]1[CH:37]=[CH:36][C:35]([F:38])=[CH:34][CH:33]=1)[CH2:19][N:20]1[C:28](=[O:29])[C:27]2[C:22](=[CH:23][CH:24]=[CH:25][CH:26]=2)[C:21]1=[O:30].CC(OC(N[C@H](C(O)=O)CC1C=CC=CC=1C(F)(F)F)=O)(C)C.C1CN([P+](Br)(N2CCCC2)N2CCCC2)CC1.F[P-](F)(F)(F)(F)F.CCN(C(C)C)C(C)C. Product: [CH3:1][N:2]1[C:6]([C:7]2[CH:8]=[C:9]([C:13]([NH:17][C@@H:18]([CH2:31][C:32]3[CH:33]=[CH:34][C:35]([F:38])=[CH:36][CH:37]=3)[CH2:19][N:20]3[C:28](=[O:29])[C:27]4[C:22](=[CH:23][CH:24]=[CH:25][CH:26]=4)[C:21]3=[O:30])=[O:15])[S:10][C:11]=2[CH3:12])=[C:5]([CH3:16])[CH:4]=[N:3]1. (2) Reactant: [CH3:1][O:2][C:3]([C@@H:5]1[CH2:18][C@H:17](O)[C:16](=[O:20])[C@H:15]2[C@@:6]1([CH3:28])[CH2:7][CH2:8][C@H:9]1[C@:14]2([CH3:21])[CH2:13][C@@H:12]([C:22]2[CH:26]=[CH:25][O:24][CH:23]=2)[O:11][C:10]1=[O:27])=[O:4].C1(P(C2C=CC=CC=2)C2C=CC=CC=2)C=CC=CC=1.C(Br)(Br)[Br:49]. Product: [CH3:1][O:2][C:3]([C@@H:5]1[CH2:18][C@@H:17]([Br:49])[C:16](=[O:20])[C@H:15]2[C@@:6]1([CH3:28])[CH2:7][CH2:8][C@H:9]1[C@:14]2([CH3:21])[CH2:13][C@@H:12]([C:22]2[CH:26]=[CH:25][O:24][CH:23]=2)[O:11][C:10]1=[O:27])=[O:4]. The catalyst class is: 2.